Dataset: Forward reaction prediction with 1.9M reactions from USPTO patents (1976-2016). Task: Predict the product of the given reaction. (1) Given the reactants C([Li])CCC.Br[C:7]1[C:12]([CH3:13])=[C:11]([O:14][CH3:15])[C:10]([CH3:16])=[C:9]([CH3:17])[C:8]=1[O:18][CH3:19].[CH2:20]([N:27]1[CH2:32][CH2:31][CH:30]([C:33](=[O:43])[C:34]2[CH:39]=[CH:38][C:37]([CH:40]([CH3:42])[CH3:41])=[CH:36][CH:35]=2)[CH2:29][CH2:28]1)[C:21]1[CH:26]=[CH:25][CH:24]=[CH:23][CH:22]=1, predict the reaction product. The product is: [CH2:20]([N:27]1[CH2:28][CH2:29][CH:30]([C:33]([C:7]2[C:12]([CH3:13])=[C:11]([O:14][CH3:15])[C:10]([CH3:16])=[C:9]([CH3:17])[C:8]=2[O:18][CH3:19])([C:34]2[CH:35]=[CH:36][C:37]([CH:40]([CH3:42])[CH3:41])=[CH:38][CH:39]=2)[OH:43])[CH2:31][CH2:32]1)[C:21]1[CH:22]=[CH:23][CH:24]=[CH:25][CH:26]=1. (2) Given the reactants [CH2:1]([C:8]1[S:9][C:10]([CH3:31])=[C:11]([CH3:30])[C:12]=1[C:13]([C:15]1[CH:20]=[C:19]([C:21]2[CH:26]=[CH:25][CH:24]=[CH:23][CH:22]=2)[C:18]([O:27]C)=[C:17]([CH3:29])[CH:16]=1)=[O:14])[C:2]1[CH:7]=[CH:6][CH:5]=[CH:4][CH:3]=1.B(Br)(Br)Br.C(Cl)Cl, predict the reaction product. The product is: [CH2:1]([C:8]1[S:9][C:10]([CH3:31])=[C:11]([CH3:30])[C:12]=1[C:13]([C:15]1[CH:20]=[C:19]([C:21]2[CH:22]=[CH:23][CH:24]=[CH:25][CH:26]=2)[C:18]([OH:27])=[C:17]([CH3:29])[CH:16]=1)=[O:14])[C:2]1[CH:3]=[CH:4][CH:5]=[CH:6][CH:7]=1. (3) Given the reactants [Cl:1][C:2]1[CH:7]=[CH:6][C:5]([C:8]([CH3:32])([CH3:31])[CH2:9][C:10]([OH:30])([C:26]([F:29])([F:28])[F:27])[CH:11]=[N:12][C:13]2[CH:22]=[CH:21][CH:20]=[C:19]3[C:14]=2[CH:15]=[CH:16][C:17]([C:23]([NH2:25])=[O:24])=[N:18]3)=[C:4]([O:33][CH3:34])[CH:3]=1.[BH4-].[Na+], predict the reaction product. The product is: [Cl:1][C:2]1[CH:7]=[CH:6][C:5]([C:8]([CH3:31])([CH3:32])[CH2:9][C:10]([OH:30])([C:26]([F:29])([F:27])[F:28])[CH2:11][NH:12][C:13]2[CH:22]=[CH:21][CH:20]=[C:19]3[C:14]=2[CH:15]=[CH:16][C:17]([C:23]([NH2:25])=[O:24])=[N:18]3)=[C:4]([O:33][CH3:34])[CH:3]=1. (4) Given the reactants Cl[C:2]1[C:11]2[C:6](=[CH:7][CH:8]=[C:9]3[S:14](=[O:16])(=[O:15])[CH2:13][CH2:12][C:10]3=2)[N:5]=[CH:4][C:3]=1[C:17]([O:19][CH2:20][CH3:21])=[O:18].[NH2:22][C:23]1[CH:28]=[CH:27][CH:26]=[CH:25][CH:24]=1, predict the reaction product. The product is: [O:15]=[S:14]1(=[O:16])[C:9]2[C:10](=[C:11]3[C:6](=[CH:7][CH:8]=2)[N:5]=[CH:4][C:3]([C:17]([O:19][CH2:20][CH3:21])=[O:18])=[C:2]3[NH:22][C:23]2[CH:28]=[CH:27][CH:26]=[CH:25][CH:24]=2)[CH2:12][CH2:13]1.